From a dataset of Peptide-MHC class I binding affinity with 185,985 pairs from IEDB/IMGT. Regression. Given a peptide amino acid sequence and an MHC pseudo amino acid sequence, predict their binding affinity value. This is MHC class I binding data. (1) The peptide sequence is WYIPPSLRTL. The MHC is H-2-Kd with pseudo-sequence H-2-Kd. The binding affinity (normalized) is 0.574. (2) The peptide sequence is GFAAYNRYR. The MHC is HLA-A03:01 with pseudo-sequence HLA-A03:01. The binding affinity (normalized) is 0.201. (3) The peptide sequence is SVKERGPAY. The MHC is HLA-B44:02 with pseudo-sequence HLA-B44:02. The binding affinity (normalized) is 0.0847.